This data is from Catalyst prediction with 721,799 reactions and 888 catalyst types from USPTO. The task is: Predict which catalyst facilitates the given reaction. (1) Reactant: [CH:1]1([CH2:4][O:5][C:6]2[CH:33]=[CH:32][C:9]([CH2:10][O:11][C:12]3[CH:20]=[CH:19][C:18]4[N:17]5[CH2:21][CH2:22][CH:23]([CH2:24][C:25]([O:27]C(C)(C)C)=[O:26])[C:16]5=[CH:15][C:14]=4[CH:13]=3)=[CH:8][C:7]=2[C:34]([F:37])([F:36])[F:35])[CH2:3][CH2:2]1.C1(OC)C=CC=CC=1.C(O)(C(F)(F)F)=O. Product: [CH:1]1([CH2:4][O:5][C:6]2[CH:33]=[CH:32][C:9]([CH2:10][O:11][C:12]3[CH:20]=[CH:19][C:18]4[N:17]5[CH2:21][CH2:22][CH:23]([CH2:24][C:25]([OH:27])=[O:26])[C:16]5=[CH:15][C:14]=4[CH:13]=3)=[CH:8][C:7]=2[C:34]([F:37])([F:35])[F:36])[CH2:3][CH2:2]1. The catalyst class is: 2. (2) Reactant: [Br:1][C:2]1[CH:7]=[CH:6][C:5]([NH:8][C:9]2[CH:10]=[CH:11][C:12]([C:15](=O)[CH3:16])=[N:13][CH:14]=2)=[C:4]([C:18]([F:21])([F:20])[F:19])[CH:3]=1.Cl.[NH2:23][OH:24].C(N(CC)CC)C. Product: [Br:1][C:2]1[CH:7]=[CH:6][C:5]([NH:8][C:9]2[CH:10]=[CH:11][C:12]([C:15](=[N:23][OH:24])[CH3:16])=[N:13][CH:14]=2)=[C:4]([C:18]([F:21])([F:20])[F:19])[CH:3]=1. The catalyst class is: 10. (3) Reactant: [NH:1]1[C:9]2[C:4](=[CH:5][CH:6]=[CH:7][CH:8]=2)[C:3](/[CH:10]=[CH:11]/[C:12]2[CH:17]=[CH:16][CH:15]=[CH:14][C:13]=2[NH:18][C:19](=[O:29])[C:20]2[CH:25]=[CH:24][CH:23]=[C:22]([N+:26]([O-])=O)[CH:21]=2)=[N:2]1.[Cl-].[NH4+].C(O)C. Product: [NH2:26][C:22]1[CH:21]=[C:20]([CH:25]=[CH:24][CH:23]=1)[C:19]([NH:18][C:13]1[CH:14]=[CH:15][CH:16]=[CH:17][C:12]=1/[CH:11]=[CH:10]/[C:3]1[C:4]2[C:9](=[CH:8][CH:7]=[CH:6][CH:5]=2)[NH:1][N:2]=1)=[O:29]. The catalyst class is: 150. (4) Reactant: Cl.[NH2:2][C@H:3]1[CH2:7][CH2:6][CH2:5][C@@H:4]1[NH:8][C:9](=[O:22])[C:10]1[CH:15]=[C:14]([CH3:16])[CH:13]=[CH:12][C:11]=1[N:17]1[N:21]=[CH:20][CH:19]=[N:18]1.Cl[C:24]1[CH:29]=[N:28][C:27]([C:30]([F:33])([F:32])[F:31])=[CH:26][N:25]=1.CCN(C(C)C)C(C)C. Product: [CH3:16][C:14]1[CH:13]=[CH:12][C:11]([N:17]2[N:18]=[CH:19][CH:20]=[N:21]2)=[C:10]([CH:15]=1)[C:9]([NH:8][C@H:4]1[CH2:5][CH2:6][CH2:7][C@@H:3]1[NH:2][C:24]1[CH:29]=[N:28][C:27]([C:30]([F:33])([F:32])[F:31])=[CH:26][N:25]=1)=[O:22]. The catalyst class is: 16.